This data is from Full USPTO retrosynthesis dataset with 1.9M reactions from patents (1976-2016). The task is: Predict the reactants needed to synthesize the given product. (1) Given the product [CH2:79]([N:81]1[CH2:86][CH2:85][N:84]([C:87]2[CH:92]=[CH:91][C:90]([NH:93][C:94]([N:96]3[C:100]4[N:101]=[C:102]([N:130]5[CH2:131][CH2:132][O:133][CH2:134][CH2:135]5)[N:103]=[C:104]([C:105]5[CH:110]=[N:109][C:108]([NH2:111])=[N:107][CH:106]=5)[C:99]=4[CH2:98][CH2:97]3)=[O:95])=[C:89]([CH3:136])[CH:88]=2)[CH2:83][CH2:82]1)[CH3:80], predict the reactants needed to synthesize it. The reactants are: COC1C=CC(CN(CC2C=CC(OC)=CC=2)C2N=CC(C3C4CCNC=4N=C(N4CCOCC4)N=3)=CN=2)=CC=1.C(N1CCN(C2C=CC(N)=C(C)C=2)CC1)C.C(N1CCNCC1)C.CC1C=CC(N2CCOCC2)=CC=1N.[CH2:79]([N:81]1[CH2:86][CH2:85][N:84]([C:87]2[CH:92]=[CH:91][C:90]([NH:93][C:94]([N:96]3[C:100]4[N:101]=[C:102]([N:130]5[CH2:135][CH2:134][O:133][CH2:132][CH2:131]5)[N:103]=[C:104]([C:105]5[CH:106]=[N:107][C:108]([N:111](CC6C=CC(OC)=CC=6)CC6C=CC(OC)=CC=6)=[N:109][CH:110]=5)[C:99]=4[CH2:98][CH2:97]3)=[O:95])=[C:89]([CH3:136])[CH:88]=2)[CH2:83][CH2:82]1)[CH3:80]. (2) Given the product [Br:1][C:2]1[CH:3]=[C:4]([CH:7]=[CH:8][C:9]=1[O:10][CH2:17][CH2:16][C:13]1[CH:14]=[CH:15][S:11][CH:12]=1)[C:5]#[N:6], predict the reactants needed to synthesize it. The reactants are: [Br:1][C:2]1[CH:3]=[C:4]([CH:7]=[CH:8][C:9]=1[OH:10])[C:5]#[N:6].[S:11]1[CH:15]=[CH:14][C:13]([CH2:16][CH2:17]O)=[CH:12]1.C1(P(C2C=CC=CC=2)C2C=CC=CC=2)C=CC=CC=1.CCOC(/N=N/C(OCC)=O)=O.